Dataset: Catalyst prediction with 721,799 reactions and 888 catalyst types from USPTO. Task: Predict which catalyst facilitates the given reaction. (1) Product: [NH2:24][C:19]1[N:20]=[C:21]([N:12]2[CH2:13][CH2:14][CH2:15][C@H:10]([C:8]([NH:7][CH:1]3[CH2:2][CH2:3][CH2:4][CH2:5][CH2:6]3)=[O:9])[CH2:11]2)[CH:22]=[C:17]([Cl:16])[N:18]=1. The catalyst class is: 23. Reactant: [CH:1]1([NH:7][C:8]([C@H:10]2[CH2:15][CH2:14][CH2:13][NH:12][CH2:11]2)=[O:9])[CH2:6][CH2:5][CH2:4][CH2:3][CH2:2]1.[Cl:16][C:17]1[CH:22]=[C:21](Cl)[N:20]=[C:19]([NH2:24])[N:18]=1.C(N(CC)CC)C. (2) Reactant: [CH3:1][NH:2][C:3]([C:5]1[CH:6]=[C:7]([CH:12]=[C:13]([C:15]2[CH:20]=[CH:19][C:18]([CH3:21])=[CH:17][N:16]=2)[CH:14]=1)[C:8]([O:10][CH3:11])=[O:9])=O.COC1C=CC(P2(=S)SP(=S)(C3C=CC(OC)=CC=3)[S:31]2)=CC=1.ClCCl. Product: [CH3:1][NH:2][C:3]([C:5]1[CH:6]=[C:7]([CH:12]=[C:13]([C:15]2[CH:20]=[CH:19][C:18]([CH3:21])=[CH:17][N:16]=2)[CH:14]=1)[C:8]([O:10][CH3:11])=[O:9])=[S:31]. The catalyst class is: 68. (3) Reactant: [NH2:1][C:2]1[C:7]([C:8]#[N:9])=[C:6]([C:10]2[CH:15]=[CH:14][C:13]([O:16][CH2:17][C@H:18]3[CH2:22][O:21]C(C)(C)[O:19]3)=[CH:12][CH:11]=2)[C:5]([C:25]#[N:26])=[C:4]([S:27][CH2:28][C:29]2[N:30]=[C:31]([C:34]3[CH:39]=[CH:38][C:37]([Cl:40])=[CH:36][CH:35]=3)[O:32][CH:33]=2)[N:3]=1.Cl. Product: [NH2:1][C:2]1[C:7]([C:8]#[N:9])=[C:6]([C:10]2[CH:11]=[CH:12][C:13]([O:16][CH2:17][C@H:18]([OH:19])[CH2:22][OH:21])=[CH:14][CH:15]=2)[C:5]([C:25]#[N:26])=[C:4]([S:27][CH2:28][C:29]2[N:30]=[C:31]([C:34]3[CH:35]=[CH:36][C:37]([Cl:40])=[CH:38][CH:39]=3)[O:32][CH:33]=2)[N:3]=1. The catalyst class is: 8. (4) Reactant: [NH2:1][C@@H:2]1[C:8](=[O:9])[N:7]([CH2:10][CH:11]2[CH2:13][CH2:12]2)[C:6]2[CH:14]=[CH:15][CH:16]=[CH:17][C:5]=2[C:4]2[CH:18]=[CH:19][CH:20]=[CH:21][C:3]1=2.[CH3:22][C:23]([CH3:39])([C:27]([NH:29][CH2:30][CH2:31][C:32]([F:38])([F:37])[C:33]([F:36])([F:35])[F:34])=[O:28])[C:24](O)=[O:25]. Product: [CH:11]1([CH2:10][N:7]2[C:8](=[O:9])[C@@H:2]([NH:1][C:24](=[O:25])[C:23]([CH3:22])([CH3:39])[C:27]([NH:29][CH2:30][CH2:31][C:32]([F:37])([F:38])[C:33]([F:36])([F:34])[F:35])=[O:28])[C:3]3[CH:21]=[CH:20][CH:19]=[CH:18][C:4]=3[C:5]3[CH:17]=[CH:16][CH:15]=[CH:14][C:6]2=3)[CH2:13][CH2:12]1. The catalyst class is: 22. (5) Reactant: O.[OH-].[Li+].C[O:5][C:6](=[O:43])[CH2:7][C:8]1[C:17]([CH3:18])=[C:16]([C:19]2[CH:24]=[CH:23][C:22]([S:25]([C:28]3[CH:33]=[C:32]([C:34]([F:37])([F:36])[F:35])[CH:31]=[C:30]([C:38]([F:41])([F:40])[F:39])[CH:29]=3)(=[O:27])=[O:26])=[CH:21][CH:20]=2)[C:15]2[C:10](=[CH:11][CH:12]=[C:13]([F:42])[CH:14]=2)[CH:9]=1. Product: [F:37][C:34]([F:35])([F:36])[C:32]1[CH:33]=[C:28]([S:25]([C:22]2[CH:21]=[CH:20][C:19]([C:16]3[C:15]4[C:10](=[CH:11][CH:12]=[C:13]([F:42])[CH:14]=4)[CH:9]=[C:8]([CH2:7][C:6]([OH:43])=[O:5])[C:17]=3[CH3:18])=[CH:24][CH:23]=2)(=[O:26])=[O:27])[CH:29]=[C:30]([C:38]([F:39])([F:40])[F:41])[CH:31]=1. The catalyst class is: 20.